This data is from Forward reaction prediction with 1.9M reactions from USPTO patents (1976-2016). The task is: Predict the product of the given reaction. (1) The product is: [C:5]([C:4]1[CH:8]=[C:9]([CH2:11][O:12][CH2:13][C:14]2([C:27]3[CH:28]=[CH:29][CH:30]=[CH:31][CH:32]=3)[CH2:19][CH2:18][N:17]([C:20]([O:22][C:23]([CH3:26])([CH3:24])[CH3:25])=[O:21])[CH2:16][CH2:15]2)[CH:10]=[C:2]([C:37]2[CH:38]=[CH:39][C:34]([F:33])=[CH:35][CH:36]=2)[CH:3]=1)(=[O:6])[NH2:49]. Given the reactants Br[C:2]1[CH:3]=[C:4]([CH:8]=[C:9]([CH2:11][O:12][CH2:13][C:14]2([C:27]3[CH:32]=[CH:31][CH:30]=[CH:29][CH:28]=3)[CH2:19][CH2:18][N:17]([C:20]([O:22][C:23]([CH3:26])([CH3:25])[CH3:24])=[O:21])[CH2:16][CH2:15]2)[CH:10]=1)[C:5](O)=[O:6].[F:33][C:34]1[CH:39]=[CH:38][C:37](B(O)O)=[CH:36][CH:35]=1.N.CO.C([N:49](CC)C(C)C)(C)C.C1CN([P+](ON2N=NC3C=CC=CC2=3)(N2CCCC2)N2CCCC2)CC1.F[P-](F)(F)(F)(F)F, predict the reaction product. (2) Given the reactants [Cl:1][CH2:2][CH:3]1[CH2:5][O:4]1.[C:6]1([CH:12]([C:14]2[CH:19]=[CH:18][CH:17]=[CH:16][CH:15]=2)[NH2:13])[CH:11]=[CH:10][CH:9]=[CH:8][CH:7]=1, predict the reaction product. The product is: [CH:12]([NH:13][CH2:5][CH:3]([OH:4])[CH2:2][Cl:1])([C:14]1[CH:15]=[CH:16][CH:17]=[CH:18][CH:19]=1)[C:6]1[CH:11]=[CH:10][CH:9]=[CH:8][CH:7]=1. (3) Given the reactants [Cl:1][C:2]1[N:3]=[C:4](Cl)[C:5]2[CH2:11][O:10][CH2:9][CH:8]([C:12]3[CH:17]=[CH:16][C:15]([F:18])=[C:14]([F:19])[CH:13]=3)[C:6]=2[N:7]=1.[CH2:21]([NH2:23])[CH3:22], predict the reaction product. The product is: [Cl:1][C:2]1[N:3]=[C:4]([NH:23][CH2:21][CH3:22])[C:5]2[CH2:11][O:10][CH2:9][CH:8]([C:12]3[CH:17]=[CH:16][C:15]([F:18])=[C:14]([F:19])[CH:13]=3)[C:6]=2[N:7]=1. (4) Given the reactants Cl.[NH2:2][C:3]1[N:11]=[CH:10][N:9]=[C:8]2[C:4]=1[N:5]=[CH:6][N:7]2[C:12]1[CH:17]=[CH:16][C:15]([NH:18][C:19]([NH:21][C:22]2[CH:27]=[CH:26][C:25]([Cl:28])=[C:24]([C:29]([F:32])([F:31])[F:30])[CH:23]=2)=[O:20])=[CH:14][CH:13]=1.[C:33](O[C:33](=[O:38])[CH2:34][CH2:35][CH2:36][CH3:37])(=[O:38])[CH2:34][CH2:35][CH2:36][CH3:37], predict the reaction product. The product is: [Cl:28][C:25]1[CH:26]=[CH:27][C:22]([NH:21][C:19](=[O:20])[NH:18][C:15]2[CH:14]=[CH:13][C:12]([N:7]3[CH:6]=[N:5][C:4]4[C:8]3=[N:9][CH:10]=[N:11][C:3]=4[NH:2][C:33](=[O:38])[CH2:34][CH2:35][CH2:36][CH3:37])=[CH:17][CH:16]=2)=[CH:23][C:24]=1[C:29]([F:31])([F:32])[F:30].